Dataset: Forward reaction prediction with 1.9M reactions from USPTO patents (1976-2016). Task: Predict the product of the given reaction. Given the reactants [Cl-].C[SiH](C)C.[CH3:6][C:7]1[CH:14]=[CH:13][CH:12]=[CH:11][C:8]=1[CH2:9]Br.[Cl:15][C:16]1[CH:21]=[C:20](Cl)[N:19]=[CH:18][N:17]=1.O, predict the reaction product. The product is: [Cl:15][C:16]1[CH:21]=[C:20]([CH2:9][C:8]2[CH:11]=[CH:12][CH:13]=[CH:14][C:7]=2[CH3:6])[N:19]=[CH:18][N:17]=1.